Predict the reactants needed to synthesize the given product. From a dataset of Full USPTO retrosynthesis dataset with 1.9M reactions from patents (1976-2016). Given the product [C:7]1([CH:13]([CH2:17][CH2:18][O:19][Si:20]([CH3:23])([CH3:22])[CH3:21])[C:14]#[N:15])[CH:12]=[CH:11][CH:10]=[CH:9][CH:8]=1, predict the reactants needed to synthesize it. The reactants are: CC(C)([O-])C.[K+].[C:7]1([CH2:13][C:14]#[N:15])[CH:12]=[CH:11][CH:10]=[CH:9][CH:8]=1.Br[CH2:17][CH2:18][O:19][Si:20]([CH3:23])([CH3:22])[CH3:21].